From a dataset of Retrosynthesis with 50K atom-mapped reactions and 10 reaction types from USPTO. Predict the reactants needed to synthesize the given product. Given the product CCOC(=O)C1(COc2ccc(-c3ccc(Cl)cn3)cc2)CCN(C(=O)c2ccc(F)cc2)C1, predict the reactants needed to synthesize it. The reactants are: CCOC(=O)C1(CI)CCN(C(=O)c2ccc(F)cc2)C1.Oc1ccc(-c2ccc(Cl)cn2)cc1.